Task: Predict the reaction yield, written as a fraction of the theoretical maximum amount of product (1.0 means a 100% yield; for example, 0.34 means a 34% yield).. Dataset: Reaction yield outcomes from USPTO patents with 853,638 reactions (1) The reactants are [Br:1][C:2]1[CH:10]=[CH:9][CH:8]=[C:4]([C:5]([OH:7])=O)[C:3]=1[C:11]([OH:13])=O.[N:14]1[C:23]2[C:18](=[CH:19][CH:20]=[CH:21][CH:22]=2)[CH:17]=[CH:16][C:15]=1[CH2:24][CH2:25][NH2:26].C(O[Na])(C)=O. The catalyst is CC(O)=O. The product is [Br:1][C:2]1[CH:10]=[CH:9][CH:8]=[C:4]2[C:3]=1[C:11](=[O:13])[N:26]([CH2:25][CH2:24][C:15]1[CH:16]=[CH:17][C:18]3[C:23](=[CH:22][CH:21]=[CH:20][CH:19]=3)[N:14]=1)[C:5]2=[O:7]. The yield is 0.320. (2) The reactants are [F:1][C:2]([F:18])([F:17])[C:3]1[CH:4]=[C:5]([C:9]2([CH:15]=O)[CH2:14][CH2:13][CH2:12][CH2:11][CH2:10]2)[CH:6]=[CH:7][CH:8]=1.[CH3:19][NH2:20]. No catalyst specified. The product is [CH3:19][NH:20][CH2:15][C:9]1([C:5]2[CH:6]=[CH:7][CH:8]=[C:3]([C:2]([F:18])([F:17])[F:1])[CH:4]=2)[CH2:14][CH2:13][CH2:12][CH2:11][CH2:10]1. The yield is 0.450. (3) The reactants are [CH3:1][O:2][C:3]([NH:5][C@@H:6]([CH:10]1[CH2:15][CH2:14][O:13][CH2:12][CH2:11]1)[C:7]([OH:9])=O)=[O:4].CN(C(ON1N=NC2C=CC=NC1=2)=[N+](C)C)C.F[P-](F)(F)(F)(F)F.Cl.Cl.Cl.[Cl:43][C:44]1[C:45]([NH:73][C:74](=[O:94])[C:75]2[CH:80]=[CH:79][C:78]([N:81]3[CH2:86][CH2:85][N:84]([C:87](=[O:92])[C:88]([CH3:91])([CH3:90])[CH3:89])[CH2:83][C@H:82]3[CH3:93])=[N:77][CH:76]=2)=[CH:46][C:47]([O:68][C:69]([F:72])([F:71])[F:70])=[C:48]([C:50]2[CH:55]=[CH:54][C:53]([C:56]3[N:57]=[C:58]([C@@H:61]4[CH2:65][C@H:64]([O:66][CH3:67])[CH2:63][NH:62]4)[NH:59][CH:60]=3)=[CH:52][CH:51]=2)[CH:49]=1.CCN(C(C)C)C(C)C. The catalyst is CC(N(C)C)=O. The product is [CH3:1][O:2][C:3](=[O:4])[NH:5][C@@H:6]([CH:10]1[CH2:15][CH2:14][O:13][CH2:12][CH2:11]1)[C:7]([N:62]1[CH2:63][C@@H:64]([O:66][CH3:67])[CH2:65][C@H:61]1[C:58]1[NH:59][CH:60]=[C:56]([C:53]2[CH:54]=[CH:55][C:50]([C:48]3[CH:49]=[C:44]([Cl:43])[C:45]([NH:73][C:74]([C:75]4[CH:76]=[N:77][C:78]([N:81]5[CH2:86][CH2:85][N:84]([C:87](=[O:92])[C:88]([CH3:90])([CH3:91])[CH3:89])[CH2:83][C@H:82]5[CH3:93])=[CH:79][CH:80]=4)=[O:94])=[CH:46][C:47]=3[O:68][C:69]([F:71])([F:72])[F:70])=[CH:51][CH:52]=2)[N:57]=1)=[O:9]. The yield is 0.560. (4) The reactants are C[O:2][C:3]1[CH:4]=[C:5]([CH:21]=[C:22]([O:24]C)[CH:23]=1)[CH2:6][C:7]1[N:16]2[N:17]=[C:18]([NH2:20])[N:19]=[C:15]2[C:14]2[CH:13]=[CH:12][CH:11]=[CH:10][C:9]=2[N:8]=1.B(Br)(Br)Br. The catalyst is ClCCl. The product is [NH2:20][C:18]1[N:19]=[C:15]2[N:16]([C:7]([CH2:6][C:5]3[CH:4]=[C:3]([OH:2])[CH:23]=[C:22]([OH:24])[CH:21]=3)=[N:8][C:9]3[CH:10]=[CH:11][CH:12]=[CH:13][C:14]=32)[N:17]=1. The yield is 0.700. (5) The reactants are O[C:2]1[C:11]2[C:6](=[CH:7][CH:8]=[CH:9][CH:10]=2)[N:5]=[CH:4][N:3]=1.C(N(CC)C1C=CC=CC=1)C.P(Cl)(Cl)([Cl:25])=O.Cl. The catalyst is C(OCC)(=O)C.C1(C)C=CC=CC=1. The product is [Cl:25][C:2]1[C:11]2[C:6](=[CH:7][CH:8]=[CH:9][CH:10]=2)[N:5]=[CH:4][N:3]=1. The yield is 0.721. (6) The reactants are [CH3:1][NH:2][C:3]1[CH:8]=[CH:7][CH:6]=[CH:5][C:4]=1[C:9]([F:12])([F:11])[F:10].[C:13]([N:20]1[CH2:25][CH2:24][C:23](=O)[CH2:22][CH2:21]1)([O:15][C:16]([CH3:19])([CH3:18])[CH3:17])=[O:14].C(O)(=O)C.C(O[BH-](OC(=O)C)OC(=O)C)(=O)C.[Na+]. The catalyst is ClCCCl. The product is [C:16]([O:15][C:13]([N:20]1[CH2:25][CH2:24][CH:23]([N:2]([CH3:1])[C:3]2[CH:8]=[CH:7][CH:6]=[CH:5][C:4]=2[C:9]([F:10])([F:11])[F:12])[CH2:22][CH2:21]1)=[O:14])([CH3:19])([CH3:18])[CH3:17]. The yield is 0.200.